This data is from Experimentally validated miRNA-target interactions with 360,000+ pairs, plus equal number of negative samples. The task is: Binary Classification. Given a miRNA mature sequence and a target amino acid sequence, predict their likelihood of interaction. (1) The miRNA is hsa-miR-3680-5p with sequence GACUCACUCACAGGAUUGUGCA. The protein sequence of the target gene is MNASRFLSALVFVLLAGESTAWYYNASSELMTYDEASAYCQRDYTHLVAIQNKEEINYLNSNLKHSPSYYWIGIRKVNNVWIWVGTGKPLTEEAQNWAPGEPNNKQRNEDCVEIYIQRTKDSGMWNDERCNKKKLALCYTASCTNASCSGHGECIETINSYTCKCHPGFLGPNCEQAVTCKPQEHPDYGSLNCSHPFGPFSYNSSCSFGCKRGYLPSSMETTVRCTSSGEWSAPAPACHVVECEALTHPAHGIRKCSSNPGSYPWNTTCTFDCVEGYRRVGAQNLQCTSSGIWDNETPSC.... Result: 0 (no interaction). (2) The miRNA is hsa-miR-491-5p with sequence AGUGGGGAACCCUUCCAUGAGG. The protein sequence of the target gene is MALRPEDPSSGFRHSNVVAFINEKMARHTKGPEFYLENISLSWEKVEDKLRAILEDSEVPSEVKEACTWGSLALGVRFAHRQAQLQRHRVRWLHGFAKLHKSAAQALASDLKKLREQQETERKEAASRLRMAQTSLVEVQKERDKELVSPHEWEQGAGWPGLATAGGVCTEGAAEEEEEAAVAAAGAAGGKGAEEEQRDVEVVAAPVEAMAPPVEAGAAPMETQFPHVEARAASMETTEKLERILLQLLGDADQEKYTYWGQKEGDLRSVETATSYFSGTTNPWSRASSEPLPVQLPASY.... Result: 0 (no interaction).